Task: Predict which catalyst facilitates the given reaction.. Dataset: Catalyst prediction with 721,799 reactions and 888 catalyst types from USPTO Reactant: [CH2:1](O)C.[NH2:4][C:5]1[C:14](=[O:15])[C:13]2[C:8](=[CH:9][C:10]([NH:17][CH:18]3[CH2:23][CH2:22][CH2:21][CH2:20][CH2:19]3)=[C:11]([F:16])[CH:12]=2)[N:7]([CH:24]([CH2:27][CH3:28])[CH2:25][CH3:26])[CH:6]=1.N1(CO)C2C=CC=CC=2N=N1.[BH4-].[Na+]. Product: [CH:18]1([NH:17][C:10]2[CH:9]=[C:8]3[C:13]([C:14](=[O:15])[C:5]([NH:4][CH3:1])=[CH:6][N:7]3[CH:24]([CH2:27][CH3:28])[CH2:25][CH3:26])=[CH:12][C:11]=2[F:16])[CH2:23][CH2:22][CH2:21][CH2:20][CH2:19]1. The catalyst class is: 6.